From a dataset of Forward reaction prediction with 1.9M reactions from USPTO patents (1976-2016). Predict the product of the given reaction. (1) The product is: [C:12]([O:11][C:9]([N:19]1[CH2:18][CH:17]([OH:16])[CH2:21][O:20]1)=[O:10])([CH3:13])([CH3:14])[CH3:15]. Given the reactants [C:9](O[C:9]([O:11][C:12]([CH3:15])([CH3:14])[CH3:13])=[O:10])([O:11][C:12]([CH3:15])([CH3:14])[CH3:13])=[O:10].[OH:16][CH:17]1[CH2:21][O:20][NH:19][CH2:18]1.C(N(CC)CC)C, predict the reaction product. (2) The product is: [Cl:1][C:2]1[CH:7]=[CH:6][C:5]([C:8]2[CH:9]=[CH:10][C:11]([CH3:15])=[C:12]([B:24]([OH:25])[OH:23])[CH:13]=2)=[CH:4][CH:3]=1. Given the reactants [Cl:1][C:2]1[CH:7]=[CH:6][C:5]([C:8]2[CH:9]=[CH:10][C:11]([CH2:15]C)=[C:12](Br)[CH:13]=2)=[CH:4][CH:3]=1.C([Li])CCC.C[O:23][B:24](OC)[O:25]C.Cl, predict the reaction product.